This data is from NCI-60 drug combinations with 297,098 pairs across 59 cell lines. The task is: Regression. Given two drug SMILES strings and cell line genomic features, predict the synergy score measuring deviation from expected non-interaction effect. Drug 1: C(=O)(N)NO. Drug 2: CN(CCCl)CCCl.Cl. Cell line: LOX IMVI. Synergy scores: CSS=5.82, Synergy_ZIP=-4.62, Synergy_Bliss=-0.0119, Synergy_Loewe=-10.2, Synergy_HSA=0.727.